Dataset: Forward reaction prediction with 1.9M reactions from USPTO patents (1976-2016). Task: Predict the product of the given reaction. (1) Given the reactants [F:1][C:2]1[C:7]([F:8])=[CH:6][CH:5]=[CH:4][C:3]=1[C:9]1([OH:16])[CH2:12][N:11]([CH2:13][CH2:14][CH3:15])[CH2:10]1.ClC1C=C(C=CC=1)C(OO)=[O:22], predict the reaction product. The product is: [F:1][C:2]1[C:7]([F:8])=[CH:6][CH:5]=[CH:4][C:3]=1[C:9]1([OH:16])[CH2:12][N+:11]([O-:22])([CH2:13][CH2:14][CH3:15])[CH2:10]1. (2) Given the reactants [Br:1][C:2]1[CH:7]=[CH:6][C:5]([C:8]2([C:12](O)=[O:13])[CH2:11][CH2:10][CH2:9]2)=[C:4]([O:15][CH3:16])[CH:3]=1.B.O1CCCC1, predict the reaction product. The product is: [Br:1][C:2]1[CH:7]=[CH:6][C:5]([C:8]2([CH2:12][OH:13])[CH2:9][CH2:10][CH2:11]2)=[C:4]([O:15][CH3:16])[CH:3]=1. (3) The product is: [NH:11]1[C:15]2[CH:16]=[CH:17][CH:18]=[CH:19][C:14]=2[N:13]=[C:12]1[C@H:8]([NH:9][C:10]([NH:33][C:30]([C:27]1[CH:26]=[CH:25][C:24]([CH3:34])=[CH:29][CH:28]=1)([CH3:31])[CH3:32])=[O:20])[CH2:7][C:6]1[CH:21]=[CH:22][C:3]([O:2][CH3:1])=[CH:4][CH:5]=1. Given the reactants [CH3:1][O:2][C:3]1[CH:22]=[CH:21][C:6]([CH2:7][C@@H:8]2[C:12]3=[N:13][C:14]4[CH:19]=[CH:18][CH:17]=[CH:16][C:15]=4[N:11]3[C:10](=[O:20])[NH:9]2)=[CH:5][CH:4]=1.Cl.[C:24]1([CH3:34])[CH:29]=[CH:28][C:27]([C:30]([NH2:33])([CH3:32])[CH3:31])=[CH:26][CH:25]=1.C(O)(C(F)(F)F)=O, predict the reaction product. (4) Given the reactants [CH2:1]([N:8]1[CH2:14][CH2:13][C:12](=O)[NH:11][C@H:10]([CH2:16][C:17]2[CH:22]=[CH:21][CH:20]=[CH:19][CH:18]=2)[C:9]1=O)[C:2]1[CH:7]=[CH:6][CH:5]=[CH:4][CH:3]=1.C1COCC1.[H-].[Al+3].[Li+].[H-].[H-].[H-].[OH-].[Na+], predict the reaction product. The product is: [CH2:1]([N:8]1[CH2:14][CH2:13][CH2:12][NH:11][C@H:10]([CH2:16][C:17]2[CH:22]=[CH:21][CH:20]=[CH:19][CH:18]=2)[CH2:9]1)[C:2]1[CH:3]=[CH:4][CH:5]=[CH:6][CH:7]=1. (5) Given the reactants Br[CH2:2][C:3]1[C:13]([Cl:14])=[N:12][CH:11]=[CH:10][C:4]=1[C:5]([O:7]CC)=O.Cl.[Cl:16][C:17]1[CH:18]=[C:19]([CH:28]([NH2:30])[CH3:29])[CH:20]=[CH:21][C:22]=1[O:23][C:24]([F:27])([F:26])[F:25], predict the reaction product. The product is: [Cl:14][C:13]1[C:3]2[CH2:2][N:30]([CH:28]([C:19]3[CH:20]=[CH:21][C:22]([O:23][C:24]([F:25])([F:26])[F:27])=[C:17]([Cl:16])[CH:18]=3)[CH3:29])[C:5](=[O:7])[C:4]=2[CH:10]=[CH:11][N:12]=1. (6) Given the reactants Br[C:2]1[CH:7]=[CH:6][C:5]([C:8]2[N:9]([CH2:14][C@@H:15]3[CH2:19][CH2:18][N:17]([C:20]([CH:22]4[CH2:24][CH2:23]4)=[O:21])[CH2:16]3)[C:10](=[O:13])[NH:11][N:12]=2)=[CH:4][C:3]=1[F:25].CC1(C)C(C)(C)OB([C:34]2[CH:35]=[CH:36][C:37]3[O:41][CH:40]=[CH:39][C:38]=3[CH:42]=2)O1.C([O-])([O-])=O.[Cs+].[Cs+].O1CCOCC1, predict the reaction product. The product is: [O:41]1[C:37]2[CH:36]=[CH:35][C:34]([C:2]3[CH:7]=[CH:6][C:5]([C:8]4[N:9]([CH2:14][C@@H:15]5[CH2:19][CH2:18][N:17]([C:20]([CH:22]6[CH2:24][CH2:23]6)=[O:21])[CH2:16]5)[C:10](=[O:13])[NH:11][N:12]=4)=[CH:4][C:3]=3[F:25])=[CH:42][C:38]=2[CH:39]=[CH:40]1. (7) The product is: [C:12]([C:9]1[CH:10]=[CH:11][C:3]([O:2][CH3:1])=[C:4]([CH:8]=1)[C:5]([NH:37][CH2:36][C:35]1[CH:34]=[CH:33][C:32]([C:31]([F:30])([F:40])[F:41])=[CH:39][CH:38]=1)=[O:7])(=[O:14])[CH3:13]. Given the reactants [CH3:1][O:2][C:3]1[CH:11]=[CH:10][C:9]([C:12](=[O:14])[CH3:13])=[CH:8][C:4]=1[C:5]([OH:7])=O.C1C=CC2N(O)N=NC=2C=1.O.C(Cl)CCl.[F:30][C:31]([F:41])([F:40])[C:32]1[CH:39]=[CH:38][C:35]([CH2:36][NH2:37])=[CH:34][CH:33]=1, predict the reaction product. (8) Given the reactants C1(S([N:10]2[C:14]3[CH:15]=[N:16][C:17]([C:24]#[N:25])=[C:18]([O:19][CH2:20][CH2:21][O:22][CH3:23])[C:13]=3[C:12]3[CH:26]=[C:27](Br)[CH:28]=[N:29][C:11]2=3)(=O)=O)C=CC=CC=1.[CH3:31][N:32]1[CH:36]=[C:35](B2OC(C)(C)C(C)(C)O2)[CH:34]=[N:33]1, predict the reaction product. The product is: [CH3:23][O:22][CH2:21][CH2:20][O:19][C:18]1[C:13]2[C:12]3[CH:26]=[C:27]([C:35]4[CH:34]=[N:33][N:32]([CH3:31])[CH:36]=4)[CH:28]=[N:29][C:11]=3[NH:10][C:14]=2[CH:15]=[N:16][C:17]=1[C:24]#[N:25].